From a dataset of Full USPTO retrosynthesis dataset with 1.9M reactions from patents (1976-2016). Predict the reactants needed to synthesize the given product. (1) Given the product [N:1]1[C:10]2[C:5](=[CH:6][CH:7]=[CH:8][CH:9]=2)[N:4]=[CH:3][C:2]=1[CH:11]=[CH:14][C:13]([C:16]1[CH:24]=[CH:23][C:19]([C:20]([OH:22])=[O:21])=[CH:18][CH:17]=1)=[O:15], predict the reactants needed to synthesize it. The reactants are: [N:1]1[C:10]2[C:5](=[CH:6][CH:7]=[CH:8][CH:9]=2)[N:4]=[CH:3][C:2]=1[CH:11]=O.[C:13]([C:16]1[CH:24]=[CH:23][C:19]([C:20]([OH:22])=[O:21])=[CH:18][CH:17]=1)(=[O:15])[CH3:14].[OH-].[Na+].Cl. (2) Given the product [CH3:1][C:2]1[C:3]([N+:12]([O-:14])=[O:13])=[C:4]([CH:8]=[CH:9][C:10]=1[CH3:11])[C:5]([O:7][CH3:19])=[O:6], predict the reactants needed to synthesize it. The reactants are: [CH3:1][C:2]1[C:3]([N+:12]([O-:14])=[O:13])=[C:4]([CH:8]=[CH:9][C:10]=1[CH3:11])[C:5]([OH:7])=[O:6].S(Cl)(Cl)=O.[CH3:19]O. (3) Given the product [Cl:1][C:2]1[C:11]2[C:6](=[N:7][CH:8]=[C:9]([F:12])[CH:10]=2)[NH:5][C:4](=[O:22])[C:3]=1[C:23]#[N:24], predict the reactants needed to synthesize it. The reactants are: [Cl:1][C:2]1[C:11]2[C:6](=[N:7][CH:8]=[C:9]([F:12])[CH:10]=2)[N:5](CC2C=CC(OC)=CC=2)[C:4](=[O:22])[C:3]=1[C:23]#[N:24]. (4) Given the product [CH3:14][C:15]1[CH:20]=[CH:19][C:18]([CH2:21][N:7]2[C:2](=[O:1])[CH:3]=[CH:4][C:5]([C:8]([OH:10])=[O:9])=[CH:6]2)=[CH:17][CH:16]=1, predict the reactants needed to synthesize it. The reactants are: [O:1]=[C:2]1[NH:7][CH:6]=[C:5]([C:8]([OH:10])=[O:9])[CH:4]=[CH:3]1.[OH-].[K+].Br[CH2:14][C:15]1[CH:20]=[CH:19][C:18]([CH3:21])=[CH:17][CH:16]=1.